Dataset: Forward reaction prediction with 1.9M reactions from USPTO patents (1976-2016). Task: Predict the product of the given reaction. (1) The product is: [C:13]([O:12][C:10](=[O:11])[N:9]([CH2:6][CH:7]=[CH2:8])[CH:2]([OH:5])[CH:3]=[CH2:4])([CH3:16])([CH3:15])[CH3:14]. Given the reactants C1[O:5][CH:2]1[CH:3]=[CH2:4].[CH2:6]([NH2:9])[CH:7]=[CH2:8].[C:10](O[C:10]([O:12][C:13]([CH3:16])([CH3:15])[CH3:14])=[O:11])([O:12][C:13]([CH3:16])([CH3:15])[CH3:14])=[O:11], predict the reaction product. (2) Given the reactants [C:1]([O:5][C:6]([N:8]1[C:16]2[C:11](=[CH:12][C:13]([NH2:17])=[CH:14][CH:15]=2)[CH:10]=[N:9]1)=[O:7])([CH3:4])([CH3:3])[CH3:2].[Cl:18][C:19]1[CH:20]=[C:21]([CH:25]([OH:29])[C:26](O)=[O:27])[CH:22]=[CH:23][CH:24]=1, predict the reaction product. The product is: [C:1]([O:5][C:6]([N:8]1[C:16]2[C:11](=[CH:12][C:13]([NH2:17])=[CH:14][CH:15]=2)[CH:10]=[N:9]1)=[O:7])([CH3:4])([CH3:2])[CH3:3].[C:1]([O:5][C:6]([N:8]1[C:16]2[C:11](=[CH:12][C:13]([NH:17][C:26](=[O:27])[CH:25]([C:21]3[CH:22]=[CH:23][CH:24]=[C:19]([Cl:18])[CH:20]=3)[OH:29])=[CH:14][CH:15]=2)[CH:10]=[N:9]1)=[O:7])([CH3:4])([CH3:2])[CH3:3]. (3) Given the reactants [NH:1]1[CH2:6][CH2:5][CH:4]([OH:7])[CH2:3][CH2:2]1.[Li]N([Si](C)(C)C)[Si](C)(C)C.Br[C:19]1[CH:24]=[CH:23][CH:22]=[CH:21][C:20]=1[CH3:25], predict the reaction product. The product is: [C:20]1([CH3:25])[CH:21]=[CH:22][CH:23]=[CH:24][C:19]=1[N:1]1[CH2:6][CH2:5][CH:4]([OH:7])[CH2:3][CH2:2]1. (4) Given the reactants [CH3:1][C:2]([O:5][C:6]([N:8]([CH2:10][C:11]1[CH:19]=[CH:18][C:14]([C:15](O)=[O:16])=[C:13]([C:20]([O:22][CH3:23])=[O:21])[CH:12]=1)[CH3:9])=[O:7])([CH3:4])[CH3:3].CCN(C(C)C)C(C)C.CN(C(ON1N=NC2C=CC=CC1=2)=[N+](C)C)C.F[P-](F)(F)(F)(F)F.Cl.[Cl:58][C:59]1[C:64]([C:65]2[CH:70]=[CH:69][CH:68]=[C:67]([CH2:71][CH3:72])[CH:66]=2)=[C:63]([C:73]([OH:88])([C@@H:82]2[CH2:87][CH2:86][CH2:85][NH:84][CH2:83]2)[CH2:74][CH2:75][CH2:76][NH:77][C:78](=[O:81])[O:79][CH3:80])[CH:62]=[CH:61][CH:60]=1, predict the reaction product. The product is: [Cl:58][C:59]1[C:64]([C:65]2[CH:70]=[CH:69][CH:68]=[C:67]([CH2:71][CH3:72])[CH:66]=2)=[C:63]([C:73]([C@@H:82]2[CH2:87][CH2:86][CH2:85][N:84]([C:15]([C:14]3[CH:18]=[CH:19][C:11]([CH2:10][N:8]([C:6]([O:5][C:2]([CH3:4])([CH3:3])[CH3:1])=[O:7])[CH3:9])=[CH:12][C:13]=3[C:20]([O:22][CH3:23])=[O:21])=[O:16])[CH2:83]2)([OH:88])[CH2:74][CH2:75][CH2:76][NH:77][C:78]([O:79][CH3:80])=[O:81])[CH:62]=[CH:61][CH:60]=1. (5) The product is: [Br:22][C:23]1[CH:28]=[C:27]([CH3:26])[C:8]([N:9]2[CH:10]=[C:11]([C:16]([F:19])([F:18])[F:17])[CH:12]=[N:13]2)=[C:25]([CH3:32])[CH:24]=1. Given the reactants F[P-](F)(F)(F)(F)F.[CH3:8][N:9](C)/[CH:10]=[C:11](\[C:16]([F:19])([F:18])[F:17])/[CH:12]=[N+:13](C)C.Cl.[Br:22][C:23]1[CH:28]=[C:27](C)[C:26](NN)=[C:25]([CH3:32])[CH:24]=1.C[O-].[Na+], predict the reaction product. (6) Given the reactants [C:1]([O:5][C:6]([N:8]1[CH2:13][CH2:12][N:11]([C:14]2[C:19](Cl)=[N:18][CH:17]=[CH:16][N:15]=2)[CH2:10][CH2:9]1)=[O:7])([CH3:4])([CH3:3])[CH3:2].[CH2:21]([O:23][C:24]1[CH:29]=[CH:28][C:27](B(O)O)=[CH:26][CH:25]=1)[CH3:22].C1(P(C2C=CC=CC=2)C2C=CC=CC=2)C=CC=CC=1.C(=O)([O-])[O-].[Na+].[Na+], predict the reaction product. The product is: [C:1]([O:5][C:6]([N:8]1[CH2:13][CH2:12][N:11]([C:14]2[C:19]([C:27]3[CH:28]=[CH:29][C:24]([O:23][CH2:21][CH3:22])=[CH:25][CH:26]=3)=[N:18][CH:17]=[CH:16][N:15]=2)[CH2:10][CH2:9]1)=[O:7])([CH3:4])([CH3:3])[CH3:2]. (7) The product is: [CH3:18][C:8]1[CH:13]=[CH:12][C:11]([S:14]([O:7][CH2:6][CH2:5][S:2]([CH3:1])(=[O:4])=[O:3])(=[O:16])=[O:15])=[CH:10][CH:9]=1. Given the reactants [CH3:1][S:2]([CH2:5][CH2:6][OH:7])(=[O:4])=[O:3].[C:8]1([CH3:18])[CH:13]=[CH:12][C:11]([S:14](Cl)(=[O:16])=[O:15])=[CH:10][CH:9]=1, predict the reaction product. (8) The product is: [NH:1]1[C:9]2[C:4](=[CH:5][CH:6]=[CH:7][CH:8]=2)[C:3]([C:10]([N:23]2[CH2:24][CH2:25][N:20]([CH3:19])[CH2:21][CH2:22]2)=[O:12])=[CH:2]1. Given the reactants [NH:1]1[C:9]2[C:4](=[CH:5][CH:6]=[CH:7][CH:8]=2)[C:3]([C:10]([OH:12])=O)=[CH:2]1.C(Cl)(=O)C(Cl)=O.[CH3:19][N:20]1[CH2:25][CH2:24][NH:23][CH2:22][CH2:21]1, predict the reaction product. (9) Given the reactants [CH3:1][O:2][C:3]1[N:8]=[C:7]([O:9][CH3:10])[C:6](B(O)O)=[CH:5][N:4]=1.Br[C:15]1[CH:16]=[N:17][C:18]([CH3:21])=[CH:19][CH:20]=1.C([O-])([O-])=O.[Na+].[Na+].C1C=CC(P(C2C=CC=CC=2)C2C=CC=CC=2)=CC=1, predict the reaction product. The product is: [CH3:1][O:2][C:3]1[N:8]=[C:7]([O:9][CH3:10])[C:6]([C:15]2[CH:16]=[N:17][C:18]([CH3:21])=[CH:19][CH:20]=2)=[CH:5][N:4]=1. (10) Given the reactants [N+:1]([CH2:4][CH:5]([C:21]1[CH:26]=[CH:25][CH:24]=[CH:23][CH:22]=1)[CH2:6][C:7]([NH:9][C:10]1[CH:20]=[CH:19][C:13]([C:14]([O:16][CH2:17][CH3:18])=[O:15])=[CH:12][CH:11]=1)=[O:8])([O-])=O.CO, predict the reaction product. The product is: [NH2:1][CH2:4][CH:5]([C:21]1[CH:22]=[CH:23][CH:24]=[CH:25][CH:26]=1)[CH2:6][C:7]([NH:9][C:10]1[CH:20]=[CH:19][C:13]([C:14]([O:16][CH2:17][CH3:18])=[O:15])=[CH:12][CH:11]=1)=[O:8].